Predict the product of the given reaction. From a dataset of Forward reaction prediction with 1.9M reactions from USPTO patents (1976-2016). (1) The product is: [C:18]1([P:7]([C:1]2[CH:2]=[CH:3][CH:4]=[CH:5][CH:6]=2)[C:8]2[CH:9]=[CH:10][CH:11]=[C:12]3[C:17]=2[NH:16][CH:15]([CH3:25])[CH:14]=[CH:13]3)[CH:19]=[CH:20][CH:21]=[CH:22][CH:23]=1. Given the reactants [C:1]1([P:7]([C:18]2[CH:23]=[CH:22][CH:21]=[CH:20][CH:19]=2)[C:8]2[CH:9]=[CH:10][CH:11]=[C:12]3[C:17]=2[N:16]=[CH:15][CH:14]=[CH:13]3)[CH:6]=[CH:5][CH:4]=[CH:3][CH:2]=1.[Li][CH3:25].[NH4+].[Cl-], predict the reaction product. (2) Given the reactants [Cl:1][C:2]1[C:7]([NH:8][C:9]2[N:14]=[C:13]([N:15]([CH:25]3[CH2:27][CH2:26]3)[CH2:16][C:17]3[CH:22]=[CH:21][C:20]([O:23][CH3:24])=[CH:19][CH:18]=3)[C:12]3=[N:28][CH:29]=[C:30]([C:31]#[N:32])[N:11]3[N:10]=2)=[CH:6][C:5]([C:33]#[N:34])=[CH:4][C:3]=1[N:35]1[CH2:40][CH2:39][N:38]([CH:41]2[CH2:44][N:43](C(OC(C)(C)C)=O)[CH2:42]2)[CH2:37][CH2:36]1.N1C(C)=CC=CC=1C.[Si](OS(C(F)(F)F)(=O)=O)(C)(C)C.N, predict the reaction product. The product is: [NH:43]1[CH2:44][CH:41]([N:38]2[CH2:39][CH2:40][N:35]([C:3]3[C:2]([Cl:1])=[C:7]([NH:8][C:9]4[N:14]=[C:13]([N:15]([CH:25]5[CH2:26][CH2:27]5)[CH2:16][C:17]5[CH:22]=[CH:21][C:20]([O:23][CH3:24])=[CH:19][CH:18]=5)[C:12]5=[N:28][CH:29]=[C:30]([C:31]#[N:32])[N:11]5[N:10]=4)[CH:6]=[C:5]([C:33]#[N:34])[CH:4]=3)[CH2:36][CH2:37]2)[CH2:42]1. (3) Given the reactants [CH3:1][O:2][C:3]1[CH:8]=[C:7]([CH3:9])[C:6]([S:10]([N:13]([CH2:15][C:16]2[O:20][C:19]([C:21]([O:23]C)=O)=[N:18][N:17]=2)[CH3:14])(=[O:12])=[O:11])=[C:5]([CH3:25])[CH:4]=1.[CH3:26][NH:27][CH2:28][C:29]1[S:30][CH:31]=[C:32]([CH2:34][N:35]2[CH2:39][CH2:38][CH2:37][CH2:36]2)[N:33]=1.C[Al](C)C, predict the reaction product. The product is: [CH3:1][O:2][C:3]1[CH:8]=[C:7]([CH3:9])[C:6]([S:10]([N:13]([CH2:15][C:16]2[O:20][C:19]([C:21]([N:27]([CH3:26])[CH2:28][C:29]3[S:30][CH:31]=[C:32]([CH2:34][N:35]4[CH2:39][CH2:38][CH2:37][CH2:36]4)[N:33]=3)=[O:23])=[N:18][N:17]=2)[CH3:14])(=[O:12])=[O:11])=[C:5]([CH3:25])[CH:4]=1. (4) Given the reactants [Cl:1][C:2]1[CH:18]=[CH:17][C:5]([C:6]([C:8]2[C:9]([C:14]([OH:16])=[O:15])=[N:10][CH:11]=[CH:12][CH:13]=2)=O)=[CH:4][CH:3]=1.[C-]#[N:20].[K+].[C:22]([OH:25])(=O)C, predict the reaction product. The product is: [Cl:1][C:2]1[CH:3]=[CH:4][C:5]([C:6]2([C:22]([NH2:20])=[O:25])[C:8]3[C:9](=[N:10][CH:11]=[CH:12][CH:13]=3)[C:14](=[O:15])[O:16]2)=[CH:17][CH:18]=1. (5) Given the reactants [CH3:1][CH:2]([CH:6]([S:8][CH3:9])[CH3:7])[C:3](O)=[O:4].C(Cl)(=O)C(Cl)=O.[Cl:16][C:17]1[C:21]([NH:22][CH2:23][CH3:24])=[CH:20][N:19]([C:25]2[CH:26]=[N:27][CH:28]=[C:29]([F:31])[CH:30]=2)[N:18]=1, predict the reaction product. The product is: [Cl:16][C:17]1[C:21]([N:22]([CH2:23][CH3:24])[C:3](=[O:4])[CH:2]([CH3:1])[CH:6]([S:8][CH3:9])[CH3:7])=[CH:20][N:19]([C:25]2[CH:26]=[N:27][CH:28]=[C:29]([F:31])[CH:30]=2)[N:18]=1.[Cl:16][C:17]1[C:21]([N:22]([CH2:23][CH3:24])[C:3](=[O:4])/[C:2](/[CH3:1])=[CH:6]\[CH3:7])=[CH:20][N:19]([C:25]2[CH:26]=[N:27][CH:28]=[C:29]([F:31])[CH:30]=2)[N:18]=1. (6) The product is: [CH3:32][O:31][C:12](=[O:30])[CH2:13][CH2:14][CH2:15][CH2:16][CH2:17][CH2:18][CH2:19][CH2:20][CH:21]([P:4]([OH:5])([CH2:3][CH:2]([CH3:1])[CH2:7][C:8]([CH3:10])([CH3:9])[CH3:11])=[O:6])[CH2:22][CH2:23][CH2:24][CH2:25][CH2:26][CH2:27][CH2:28][CH3:29]. Given the reactants [CH3:1][CH:2]([CH2:7][C:8]([CH3:11])([CH3:10])[CH3:9])[CH2:3][PH:4](=[O:6])[OH:5].[C:12]([O:31][CH3:32])(=[O:30])[CH2:13][CH2:14][CH2:15][CH2:16][CH2:17][CH2:18][CH2:19]/[CH:20]=[CH:21]\[CH2:22][CH2:23][CH2:24][CH2:25][CH2:26][CH2:27][CH2:28][CH3:29], predict the reaction product.